From a dataset of Full USPTO retrosynthesis dataset with 1.9M reactions from patents (1976-2016). Predict the reactants needed to synthesize the given product. (1) Given the product [CH:11]([C:12]1[O:16][C:15]([C:2]2[CH:10]=[CH:9][C:5]([C:6]([OH:8])=[O:7])=[CH:4][CH:3]=2)=[CH:14][CH:13]=1)=[O:17], predict the reactants needed to synthesize it. The reactants are: N[C:2]1[CH:10]=[CH:9][C:5]([C:6]([OH:8])=[O:7])=[CH:4][CH:3]=1.[CH:11](=[O:17])[C:12]1[O:16][CH:15]=[CH:14][CH:13]=1. (2) Given the product [CH3:12][C:3]1[CH:4]=[C:5]([CH2:8][C:9]([NH2:11])=[O:10])[CH:6]=[CH:7][C:2]=1[O:1][CH2:14][C:15](=[O:16])[C:17]1[CH:22]=[CH:21][CH:20]=[CH:19][CH:18]=1, predict the reactants needed to synthesize it. The reactants are: [OH:1][C:2]1[CH:7]=[CH:6][C:5]([CH2:8][C:9]([NH2:11])=[O:10])=[CH:4][C:3]=1[CH3:12].Br[CH2:14][C:15]([C:17]1[CH:22]=[CH:21][CH:20]=[CH:19][CH:18]=1)=[O:16].C(=O)([O-])[O-].[K+].[K+]. (3) The reactants are: [CH2:1]([O:8][C:9]([NH:11][C@@H:12]([C:63]([CH3:66])([CH3:65])[CH3:64])[C:13]([N:15]1[C@H:19]([C:20](=[O:32])[NH:21][C@H:22]2[C:31]3[C:26](=[CH:27][CH:28]=[CH:29][CH:30]=3)[CH2:25][CH2:24][CH2:23]2)[CH2:18][C@H:17]([C:33]2[CH:42]=[C:41]3[C:36]([CH2:37][C@@H:38]([C:50](=[O:62])[NH:51][C@H:52]4[C:61]5[C:56](=[CH:57][CH:58]=[CH:59][CH:60]=5)[CH2:55][CH2:54][CH2:53]4)[N:39](C(OC(C)(C)C)=O)[CH2:40]3)=[CH:35][CH:34]=2)[CH2:16]1)=[O:14])=[O:10])[C:2]1[CH:7]=[CH:6][CH:5]=[CH:4][CH:3]=1.C(O)(C(F)(F)F)=O. Given the product [CH3:64][C:63]([CH3:66])([CH3:65])[C@H:12]([NH:11][C:9](=[O:10])[O:8][CH2:1][C:2]1[CH:3]=[CH:4][CH:5]=[CH:6][CH:7]=1)[C:13](=[O:14])[N:15]1[CH2:16][C@@H:17]([C:33]2[CH:42]=[C:41]3[C:36]([CH2:37][C@@H:38]([C:50](=[O:62])[NH:51][C@H:52]4[C:61]5[C:56](=[CH:57][CH:58]=[CH:59][CH:60]=5)[CH2:55][CH2:54][CH2:53]4)[NH:39][CH2:40]3)=[CH:35][CH:34]=2)[CH2:18][C@H:19]1[C:20](=[O:32])[NH:21][C@H:22]1[C:31]2[C:26](=[CH:27][CH:28]=[CH:29][CH:30]=2)[CH2:25][CH2:24][CH2:23]1, predict the reactants needed to synthesize it. (4) Given the product [CH2:9]([CH:2]1[CH2:3][CH2:4][CH2:5][C:1]1=[O:6])[CH:8]=[CH2:7], predict the reactants needed to synthesize it. The reactants are: [C:1]1(=[O:6])[CH2:5][CH2:4][CH2:3][CH2:2]1.[CH3:7][C:8](C)([O-])[CH3:9].[K+].C(Br)C=C.C1(=O)CCCCC1. (5) Given the product [Cl-:26].[C:23]([CH2:22][CH:21]1[C:20]2[N:19]=[CH:18][CH:17]=[C:16]([Cl:26])[C:15]=2[CH2:14][CH2:13][N:12]1[C:10](=[O:11])[CH2:9][NH3+:8])([OH:25])=[O:24], predict the reactants needed to synthesize it. The reactants are: C(OC([NH:8][CH2:9][C:10]([N:12]1[CH:21]([CH2:22][C:23]([O-:25])=[O:24])[C:20]2[N:19]=[CH:18][CH:17]=[C:16]([Cl:26])[C:15]=2[CH2:14][CH2:13]1)=[O:11])=O)(C)(C)C.[Na+]. (6) Given the product [CH3:13][O:12][C:3]1[C:2]([NH:1][C:14]([O:17][CH2:23][CH:19]=[CH2:20])=[O:15])=[CH:11][CH:10]=[CH:9][C:4]=1[C:5]([O:7][CH3:8])=[O:6], predict the reactants needed to synthesize it. The reactants are: [NH2:1][C:2]1[C:3]([O:12][CH3:13])=[C:4]([CH:9]=[CH:10][CH:11]=1)[C:5]([O:7][CH3:8])=[O:6].[C:14]([O-:17])(O)=[O:15].[Na+].[CH2:19]1[CH2:23]OC[CH2:20]1. (7) The reactants are: Cl.[Cl:2][C:3]1[CH:4]=[C:5]2[C:15](=[CH:16][CH:17]=1)[O:14][C:8]1([CH2:13][CH2:12][NH:11][CH2:10][CH2:9]1)[CH2:7][C:6]2=[O:18].[C:19]([O:24][C@@H:25]([C:27]1[N:32]=[C:31](Cl)[CH:30]=[CH:29][N:28]=1)[CH3:26])(=[O:23])[CH2:20][CH2:21][CH3:22].C(N(CC)CC)C. Given the product [C:19]([O:24][C@@H:25]([C:27]1[N:28]=[C:29]([N:11]2[CH2:12][CH2:13][C:8]3([CH2:7][C:6](=[O:18])[C:5]4[C:15](=[CH:16][CH:17]=[C:3]([Cl:2])[CH:4]=4)[O:14]3)[CH2:9][CH2:10]2)[CH:30]=[CH:31][N:32]=1)[CH3:26])(=[O:23])[CH2:20][CH2:21][CH3:22], predict the reactants needed to synthesize it.